Dataset: Forward reaction prediction with 1.9M reactions from USPTO patents (1976-2016). Task: Predict the product of the given reaction. Given the reactants [CH2:1]([N:9]1[C:17]2[C:12](=[CH:13][C:14]([OH:18])=[CH:15][CH:16]=2)[C:11]([CH:19]2[CH2:24][CH2:23][N:22]([CH3:25])[CH2:21][CH2:20]2)=[CH:10]1)[CH2:2][C:3]1[CH:8]=[CH:7][CH:6]=[CH:5][CH:4]=1.[F:26][C:27]1[CH:32]=[CH:31][CH:30]=[C:29]([F:33])[C:28]=1[S:34]([Cl:37])(=[O:36])=[O:35].N1C(C)=CC=CC=1C, predict the reaction product. The product is: [ClH:37].[CH2:1]([N:9]1[C:17]2[C:12](=[CH:13][C:14]([O:18][S:34]([C:28]3[C:29]([F:33])=[CH:30][CH:31]=[CH:32][C:27]=3[F:26])(=[O:36])=[O:35])=[CH:15][CH:16]=2)[C:11]([CH:19]2[CH2:24][CH2:23][N:22]([CH3:25])[CH2:21][CH2:20]2)=[CH:10]1)[CH2:2][C:3]1[CH:8]=[CH:7][CH:6]=[CH:5][CH:4]=1.